From a dataset of Full USPTO retrosynthesis dataset with 1.9M reactions from patents (1976-2016). Predict the reactants needed to synthesize the given product. (1) Given the product [CH3:1][O:2][C:3]1[CH:4]=[C:5]2[C:10](=[CH:11][C:12]=1[O:13][CH3:14])[N:9]=[CH:8][N:7]=[C:6]2[O:15][C:16]1[C:17]([F:23])=[C:18]([NH:19][C:35]([NH:34][C:31]2[CH:30]=[C:29]([C:26]([CH3:28])([CH3:27])[C:25]([F:45])([F:44])[F:24])[O:33][N:32]=2)=[O:36])[CH:20]=[CH:21][CH:22]=1, predict the reactants needed to synthesize it. The reactants are: [CH3:1][O:2][C:3]1[CH:4]=[C:5]2[C:10](=[CH:11][C:12]=1[O:13][CH3:14])[N:9]=[CH:8][N:7]=[C:6]2[O:15][C:16]1[C:17]([F:23])=[C:18]([CH:20]=[CH:21][CH:22]=1)[NH2:19].[F:24][C:25]([F:45])([F:44])[C:26]([C:29]1[O:33][N:32]=[C:31]([NH:34][C:35](=O)[O:36]C2C=CC=CC=2)[CH:30]=1)([CH3:28])[CH3:27].FC(F)(F)C(C1ON=C(NC(=O)[O-])C=1)(C)C. (2) Given the product [C:10]1([C@@H:8]2[CH2:9][C@H:7]2[NH2:6])[CH:15]=[CH:14][CH:13]=[CH:12][CH:11]=1, predict the reactants needed to synthesize it. The reactants are: COCC([NH:6][C@@H:7]1[CH2:9][C@H:8]1[C:10]1[CH:15]=[CH:14][CH:13]=[CH:12][CH:11]=1)=O. (3) Given the product [Cl:1][C:2]1[CH:3]=[C:4]([S:17]([NH2:20])(=[O:19])=[O:18])[CH:5]=[N:6][C:7]=1[O:8][CH2:9][C:10]1([F:16])[CH2:15][CH2:14][N:13]([C:31](=[O:32])[CH2:30][N:29]([CH3:34])[CH3:28])[CH2:12][CH2:11]1, predict the reactants needed to synthesize it. The reactants are: [Cl:1][C:2]1[CH:3]=[C:4]([S:17]([NH2:20])(=[O:19])=[O:18])[CH:5]=[N:6][C:7]=1[O:8][CH2:9][C:10]1([F:16])[CH2:15][CH2:14][NH:13][CH2:12][CH2:11]1.FC(F)(F)C(O)=O.[CH3:28][N:29]([CH3:34])[CH2:30][C:31](Cl)=[O:32].Cl.C(=O)([O-])[O-].[Na+].[Na+]. (4) Given the product [F:1][C:2]1[C:11]([F:12])=[C:10]2[C:5]([C:6]([CH2:14][N:15]([C:16]3[CH:21]=[CH:20][C:19]([N:22]4[CH2:27][CH2:26][CH2:25][CH2:24][CH2:23]4)=[CH:18][CH:17]=3)[C:34]([C:33]3[S:32][CH:31]=[N:30][C:29]=3[CH3:28])=[O:35])=[CH:7][C:8](=[O:13])[NH:9]2)=[CH:4][CH:3]=1, predict the reactants needed to synthesize it. The reactants are: [F:1][C:2]1[C:11]([F:12])=[C:10]2[C:5]([C:6]([CH2:14][NH:15][C:16]3[CH:21]=[CH:20][C:19]([N:22]4[CH2:27][CH2:26][CH2:25][CH2:24][CH2:23]4)=[CH:18][CH:17]=3)=[CH:7][C:8](=[O:13])[NH:9]2)=[CH:4][CH:3]=1.[CH3:28][C:29]1[N:30]=[CH:31][S:32][C:33]=1[C:34](O)=[O:35]. (5) Given the product [S:13]([N:23]1[C:10]2[CH2:9][CH2:8][CH2:7][C:6](=[O:12])[C:5]=2[CH:4]=[N:2]1)([C:16]1[CH:22]=[CH:21][C:19]([CH3:20])=[CH:18][CH:17]=1)(=[O:15])=[O:14], predict the reactants needed to synthesize it. The reactants are: C[N:2]([CH:4]=[C:5]1[C:10](=O)[CH2:9][CH2:8][CH2:7][C:6]1=[O:12])C.[S:13]([NH:23]N)([C:16]1[CH:22]=[CH:21][C:19]([CH3:20])=[CH:18][CH:17]=1)(=[O:15])=[O:14].CC(O)=O. (6) The reactants are: [BH4-].[Na+].[NH2:3][C:4]1[C:9]2[C:10]([C:13]3[CH:18]=[CH:17][C:16]([NH:19][C:20]([C:22]4[N:23]([CH3:31])[C:24]5[C:29]([CH:30]=4)=[CH:28][CH:27]=[CH:26][CH:25]=5)=[O:21])=[C:15]([O:32][CH3:33])[CH:14]=3)=[CH:11][S:12][C:8]=2[C:7]([C:34]2[CH:38]=[CH:37][S:36][C:35]=2[CH:39]=[O:40])=[CH:6][N:5]=1. Given the product [NH2:3][C:4]1[C:9]2[C:10]([C:13]3[CH:18]=[CH:17][C:16]([NH:19][C:20]([C:22]4[N:23]([CH3:31])[C:24]5[C:29]([CH:30]=4)=[CH:28][CH:27]=[CH:26][CH:25]=5)=[O:21])=[C:15]([O:32][CH3:33])[CH:14]=3)=[CH:11][S:12][C:8]=2[C:7]([C:34]2[CH:38]=[CH:37][S:36][C:35]=2[CH2:39][OH:40])=[CH:6][N:5]=1, predict the reactants needed to synthesize it. (7) The reactants are: [Cl:1][C:2]1[CH:10]=[CH:9][CH:8]=[CH:7][C:3]=1[C:4](Cl)=[O:5].[NH2:11][C:12]1[S:13][CH:14]=[C:15]([C:17]([O:19][CH2:20][CH3:21])=[O:18])[N:16]=1.N1C=CC=CC=1.O. Given the product [Cl:1][C:2]1[CH:10]=[CH:9][CH:8]=[CH:7][C:3]=1[C:4]([NH:11][C:12]1[S:13][CH:14]=[C:15]([C:17]([O:19][CH2:20][CH3:21])=[O:18])[N:16]=1)=[O:5], predict the reactants needed to synthesize it.